Dataset: Forward reaction prediction with 1.9M reactions from USPTO patents (1976-2016). Task: Predict the product of the given reaction. (1) Given the reactants [C:1]([N:4]([CH2:18][C:19]1[CH:24]=[CH:23][CH:22]=[CH:21][C:20]=1[CH:25]=[CH:26][CH3:27])[C:5]1[CH:10]=[CH:9][CH:8]=[CH:7][C:6]=1[O:11][C:12]1[CH:17]=[CH:16][CH:15]=[CH:14][CH:13]=1)(=[O:3])[CH3:2], predict the reaction product. The product is: [C:1]([N:4]([CH2:18][C:19]1[CH:24]=[CH:23][CH:22]=[CH:21][C:20]=1[CH2:25][CH2:26][CH3:27])[C:5]1[CH:10]=[CH:9][CH:8]=[CH:7][C:6]=1[O:11][C:12]1[CH:17]=[CH:16][CH:15]=[CH:14][CH:13]=1)(=[O:3])[CH3:2]. (2) Given the reactants C(OC(=O)[NH:7][C@@H:8]([CH2:26][C:27]1[CH:32]=[CH:31][CH:30]=[CH:29][CH:28]=1)[C@H:9]([OH:25])[CH2:10][NH:11][C:12]1([C:15]2[CH:20]=[CH:19][CH:18]=[C:17]([C:21]([F:24])([F:23])[F:22])[CH:16]=2)[CH2:14][CH2:13]1)(C)(C)C.[ClH:34], predict the reaction product. The product is: [ClH:34].[NH2:7][C@@H:8]([CH2:26][C:27]1[CH:32]=[CH:31][CH:30]=[CH:29][CH:28]=1)[C@H:9]([OH:25])[CH2:10][NH:11][C:12]1([C:15]2[CH:20]=[CH:19][CH:18]=[C:17]([C:21]([F:22])([F:23])[F:24])[CH:16]=2)[CH2:14][CH2:13]1.